This data is from Experimentally validated miRNA-target interactions with 360,000+ pairs, plus equal number of negative samples. The task is: Binary Classification. Given a miRNA mature sequence and a target amino acid sequence, predict their likelihood of interaction. (1) The miRNA is hsa-miR-6853-5p with sequence AGCGUGGGAUGUCCAUGAAGUCAG. The protein sequence of the target gene is MSETVPPAPAASAAPEKPLAGKKAKKPAKAAAASKKKPAGPSVSELIVQAASSSKERGGVSLAALKKALAAAGYDVEKNNSRIKLGIKSLVSKGTLVQTKGTGASGSFKLNKKASSVETKPGASKVATKTKATGASKKLKKATGASKKSVKTPKKAKKPAATRKSSKNPKKPKTVKPKKVAKSPAKAKAVKPKAAKARVTKPKTAKPKKAAPKKK. Result: 0 (no interaction). (2) The miRNA is hsa-miR-942-5p with sequence UCUUCUCUGUUUUGGCCAUGUG. The protein sequence of the target gene is MAARRSQRRRGRRGEPGTALLVPLALGLGLALACLGLLLAVVSLGSRASLSAQEPAQEELVAEEDQDPSELNPQTEESQDPAPFLNRLVRPRRSAPKGRKTRARRAIAAHYEVHPRPGQDGAQAGVDGTVSGWEEARINSSSPLRYNRQIGEFIVTRAGLYYLYCQVHFDEGKAVYLKLDLLVDGVLALRCLEEFSATAASSLGPQLRLCQVSGLLALRPGSSLRIRTLPWAHLKAAPFLTYFGLFQVH. Result: 0 (no interaction). (3) The miRNA is hsa-miR-6813-5p with sequence CAGGGGCUGGGGUUUCAGGUUCU. The protein sequence of the target gene is MTKTTTCVYHFLVLNWYIFLNYHIPQIGRNEEKLREFHDGGRSKYLTLLNLLLQAIFFGVACLDDVLKRVIGRKDIKFVTSFRDLLFTTMAFPISTFVFLVFWTLFHYDRSLVYPKGLDDFFPAWVNHAMHTSIFPFSLFETILRPHNYPSKKLGLTLLGAFNFAYIIRILWRYVQTGNWVYPVFDSLSPLGIIIFFSAAYILVAGIYLFGEKINHWKWGAIAKPQMKKN. Result: 0 (no interaction). (4) The miRNA is hsa-miR-212-5p with sequence ACCUUGGCUCUAGACUGCUUACU. The protein sequence of the target gene is MDSFGQPRPEDNQSVVRRMQKKYWKTKQVFIKATGKKEDEHLVASDAELDAKLEVFHSVQETCTELLKIIEKYQLRLNVISEEENELGLFLKFQAERDATQAGKMMDATGKALCSSAKQRLALCTPLSRLKQEVATFSQRAVSDTLMTINRMEQARTEYRGALLWMKDVSQELDPDTLKQMEKFRKVQMQVRNSKASFDKLKMDVCQKVDLLGASRCNMLSHSLTTYQRTLLGFWKKTARMMSQIHEACIGFHPYDFVALKQLQDTPSKISEDNKDEQIGGFLTEQLNKLVLSDEEASFE.... Result: 1 (interaction). (5) The miRNA is hsa-miR-6760-3p with sequence ACACUGUCCCCUUCUCCCCAG. The protein sequence of the target gene is MSAQSVEEDSILIIPTPDEEEKILRVKLEEDPDGEEGSSIPWNHLPDPEIFRQRFRQFGYQDSPGPREAVSQLRELCRLWLRPETHTKEQILELVVLEQFVAILPKELQTWVRDHHPENGEEAVTVLEDLESELDDPGQPVSLRRRKREVLVEDMVSQEEAQGLPSSELDAVENQLKWASWELHSLRHCDDDGRTENGALAPKQELPSALESHEVPGTLNMGVPQIFKYGETCFPKGRFERKRNPSRKKQHICDECGKHFSQGSALILHQRIHSGEKPYGCVECGKAFSRSSILVQHQRV.... Result: 1 (interaction). (6) The miRNA is cel-miR-266 with sequence AGGCAAGACUUUGGCAAAGC. The protein sequence of the target gene is MTQTLDTREDPLNLGGGGGGGCGCGWAHSASLSSWSSCHRRRPGAPAYNRPHRYSPKTEYGPPRKQPKQQHGPGFWFQPPVCSNWGCWGGPWRPPPPGFWKFPCPVQVFRVYGLHPLCFCCCSCWSGSWNPGWVKPPGRKKRWGRRGRGLRHHPRHSYPRSPPADVSTLPRPVKLYEWREPGMRAPPNTTQFIMNQIYEDMRQQEKVERQQEALRAQKATVSGEASPARSSGNDAPPGGSKETWGLQETLYGFVQNPSLAFSPNPEENQSLAPLLVEEEEEKKNDDEEEYDQEVCDAKEA.... Result: 0 (no interaction). (7) Result: 0 (no interaction). The protein sequence of the target gene is MCRCPPEHHDGRMTSAEVGAAAGGAQAAGPPEWPPGSPQALRQPGRARVAMAALVWLLAGASMSSLNKWIFTVHGFGRPLLLSALHMLVAALACHRGARRPMPGGTRCRVLLLSLTFGTSMACGNVGLRAVPLDLAQLVTTTTPLFTLALSALLLGRRHHPLQLAAMGPLCLGAACSLAGEFRTPPTGCGFLLAATCLRGLKSVQQSALLQEERLDAVTLLYATSLPSFCLLAGAALVLEAGVAPPPTAGDSRLWACILLSCLLSVLYNLASFSLLALTSALTVHVLGNLTVVGNLILSR.... The miRNA is mmu-miR-380-5p with sequence AUGGUUGACCAUAGAACAUGCG.